This data is from M1 muscarinic receptor antagonist screen with 61,756 compounds. The task is: Binary Classification. Given a drug SMILES string, predict its activity (active/inactive) in a high-throughput screening assay against a specified biological target. The compound is O=C1N(Cc2ccc(OC)cc2)C(=O)NC(=O)C1. The result is 0 (inactive).